Task: Predict the reactants needed to synthesize the given product.. Dataset: Full USPTO retrosynthesis dataset with 1.9M reactions from patents (1976-2016) (1) Given the product [CH3:14][C:8]([N:15]1[CH2:20][CH2:19][CH:18]([CH3:21])[CH2:17][CH2:16]1)([CH3:7])[CH2:9][OH:10], predict the reactants needed to synthesize it. The reactants are: [H-].[Al+3].[Li+].[H-].[H-].[H-].[CH3:7][C:8]([N:15]1[CH2:20][CH2:19][CH:18]([CH3:21])[CH2:17][CH2:16]1)([CH3:14])[C:9](OCC)=[O:10]. (2) Given the product [CH3:1][N:2]1[C:6]([CH3:7])=[C:5]([NH2:8])[C:4]([C:10]2[CH:15]=[CH:14][CH:13]=[CH:12][CH:11]=2)=[N:3]1, predict the reactants needed to synthesize it. The reactants are: [CH3:1][N:2]1[C:6]([CH3:7])=[C:5]([N:8]=O)[C:4]([C:10]2[CH:15]=[CH:14][CH:13]=[CH:12][CH:11]=2)=[N:3]1. (3) Given the product [Cl:19][C:20]1[N:25]=[C:24]([O:26][C:27]2[C:36]3[C:31](=[CH:32][CH:33]=[CH:34][CH:35]=3)[C:30]([NH:37][C:38]([NH:11][C:9]3[N:8]([C:12]4[CH:13]=[CH:14][C:15]([CH3:18])=[CH:16][CH:17]=4)[N:7]=[C:6]([C:2]([CH3:1])([C:4]#[CH:5])[CH3:3])[CH:10]=3)=[O:39])=[CH:29][CH:28]=2)[CH:23]=[CH:22][N:21]=1, predict the reactants needed to synthesize it. The reactants are: [CH3:1][C:2]([C:6]1[CH:10]=[C:9]([NH2:11])[N:8]([C:12]2[CH:17]=[CH:16][C:15]([CH3:18])=[CH:14][CH:13]=2)[N:7]=1)([C:4]#[CH:5])[CH3:3].[Cl:19][C:20]1[N:25]=[C:24]([O:26][C:27]2[C:36]3[C:31](=[CH:32][CH:33]=[CH:34][CH:35]=3)[C:30]([NH:37][C:38](=O)[O:39]C3C=CC=CC=3)=[CH:29][CH:28]=2)[CH:23]=[CH:22][N:21]=1. (4) Given the product [CH:1]1([CH2:6][C@H:7]([CH2:26][C:27]([NH:28][OH:29])=[O:37])[C:8]([N:10]2[C@H:14]([C:15]([NH:17][C:18]3[CH:23]=[CH:22][CH:21]=[C:20]([CH2:24][CH3:25])[N:19]=3)=[O:16])[CH2:13][CH:12]=[N:11]2)=[O:9])[CH2:2][CH2:3][CH2:4][CH2:5]1, predict the reactants needed to synthesize it. The reactants are: [CH:1]1([CH2:6][C@H:7]([CH2:26][C:27](=[O:37])[NH:28][O:29]CC2C=CC=CC=2)[C:8]([N:10]2[C@H:14]([C:15]([NH:17][C:18]3[CH:23]=[CH:22][CH:21]=[C:20]([CH2:24][CH3:25])[N:19]=3)=[O:16])[CH2:13][CH:12]=[N:11]2)=[O:9])[CH2:5][CH2:4][CH2:3][CH2:2]1. (5) Given the product [CH2:2]([O:9][C:10]1[CH:15]=[CH:14][CH:13]=[CH:12][C:11]=1[CH2:16][CH2:17][CH2:18][CH2:19][CH2:20][CH2:21][CH2:22][S:23]([Cl:29])(=[O:26])=[O:24])[C:3]1[CH:8]=[CH:7][CH:6]=[CH:5][CH:4]=1.[CH2:34]([O:35][C:14]1[CH:15]=[CH:10][C:11]([CH2:16][CH2:17][CH2:18][CH2:19][CH2:20][CH2:21][CH2:22][S:23]([Cl:29])(=[O:25])=[O:26])=[CH:12][CH:13]=1)[C:36]1[CH:41]=[CH:40][CH:39]=[CH:38][CH:37]=1, predict the reactants needed to synthesize it. The reactants are: [Na+].[CH2:2]([O:9][C:10]1[CH:15]=[CH:14][CH:13]=[CH:12][C:11]=1[CH2:16][CH2:17][CH2:18][CH2:19][CH2:20][CH2:21][CH2:22][S:23]([O-:26])(=[O:25])=[O:24])[C:3]1[CH:8]=[CH:7][CH:6]=[CH:5][CH:4]=1.S(Cl)([Cl:29])=O.CN([CH:34]=[O:35])C.[CH:36]1[CH:41]=[CH:40][CH:39]=[CH:38][CH:37]=1. (6) The reactants are: I[C:2]1[C:10]2[C:5](=[N:6][CH:7]=[N:8][C:9]=2[NH2:11])[N:4]([C@H:12]2[CH2:17][CH2:16][C@@H:15]([N:18]3[CH2:23][CH2:22][N:21]([CH3:24])[CH2:20][CH2:19]3)[CH2:14][CH2:13]2)[N:3]=1.CC1(C)C(C)(C)OB([C:33]2[CH:38]=[CH:37][C:36]([NH:39][C:40]3[N:44]([CH3:45])[C:43]4[CH:46]=[CH:47][CH:48]=[CH:49][C:42]=4[N:41]=3)=[CH:35][CH:34]=2)O1.C(=O)([O-])[O-].[Na+].[Na+]. Given the product [CH3:45][N:44]1[C:43]2[CH:46]=[CH:47][CH:48]=[CH:49][C:42]=2[N:41]=[C:40]1[NH:39][C:36]1[CH:37]=[CH:38][C:33]([C:2]2[C:10]3[C:5](=[N:6][CH:7]=[N:8][C:9]=3[NH2:11])[N:4]([C@H:12]3[CH2:17][CH2:16][C@@H:15]([N:18]4[CH2:23][CH2:22][N:21]([CH3:24])[CH2:20][CH2:19]4)[CH2:14][CH2:13]3)[N:3]=2)=[CH:34][CH:35]=1, predict the reactants needed to synthesize it. (7) Given the product [OH:26][C:23]1[CH:24]=[CH:25][C:20]([CH:12]2[CH2:11][C:10]3[C:15](=[CH:16][C:7]([OH:6])=[CH:8][C:9]=3[CH:27]=[CH2:2])[CH:14]3[CH2:17][CH2:18][CH2:19][CH:13]23)=[CH:21][CH:22]=1, predict the reactants needed to synthesize it. The reactants are: [Li][CH2:2]CCC.[OH:6][C:7]1[CH:8]=[C:9]([CH:27]=O)[C:10]2[CH2:11][CH:12]([C:20]3[CH:25]=[CH:24][C:23]([OH:26])=[CH:22][CH:21]=3)[CH:13]3[CH2:19][CH2:18][CH2:17][CH:14]3[C:15]=2[CH:16]=1.C(OCC)(=O)C.